This data is from Reaction yield outcomes from USPTO patents with 853,638 reactions. The task is: Predict the reaction yield, written as a fraction of the theoretical maximum amount of product (1.0 means a 100% yield; for example, 0.34 means a 34% yield). (1) The reactants are [OH-].[K+].[C:3]([C:6]1[N:11]=[C:10]([C:12]2[CH:17]=[CH:16][C:15]([C:18]3[CH:23]=[CH:22][C:21]([CH2:24][C:25]([O:27]C)=[O:26])=[CH:20][C:19]=3[Cl:29])=[C:14]([Cl:30])[CH:13]=2)[C:9]([CH3:31])=[N:8][C:7]=1[CH3:32])(=[O:5])[NH2:4].Cl. The catalyst is C(O)(C)(C)C.C(O)C. The product is [C:3]([C:6]1[N:11]=[C:10]([C:12]2[CH:17]=[CH:16][C:15]([C:18]3[CH:23]=[CH:22][C:21]([CH2:24][C:25]([OH:27])=[O:26])=[CH:20][C:19]=3[Cl:29])=[C:14]([Cl:30])[CH:13]=2)[C:9]([CH3:31])=[N:8][C:7]=1[CH3:32])(=[O:5])[NH2:4]. The yield is 0.517. (2) The reactants are O[C@@H:2]1[CH2:7][CH2:6][C@H:5]([C:8]2[CH:9]=[C:10]([CH:16]=[CH:17][CH:18]=2)[C:11]([O:13][CH2:14][CH3:15])=[O:12])[CH2:4][CH2:3]1.S(Cl)(C)(=O)=O.[N-:24]=[N+:25]=[N-:26].[Na+]. The catalyst is C(Cl)Cl.N1C=CC=CC=1.S([O-])(O)(=O)=O.C([N+](CCCC)(CCCC)CCCC)CCC. The product is [N:24]([C@H:2]1[CH2:7][CH2:6][C@H:5]([C:8]2[CH:9]=[C:10]([CH:16]=[CH:17][CH:18]=2)[C:11]([O:13][CH2:14][CH3:15])=[O:12])[CH2:4][CH2:3]1)=[N+:25]=[N-:26]. The yield is 0.710. (3) The reactants are Br[C:2]1[CH:3]=[CH:4][C:5]([Cl:8])=[N:6][CH:7]=1.[O:9]=[C:10]1[C@@H:17]2[C@@H:13]([CH2:14][N:15]([C:18]([O:20][C:21]([CH3:24])([CH3:23])[CH3:22])=[O:19])[CH2:16]2)[CH2:12][CH2:11]1. No catalyst specified. The product is [C:21]([O:20][C:18]([N:15]1[CH2:16][C@@H:17]2[C:10]([OH:9])([C:2]3[CH:7]=[N:6][C:5]([Cl:8])=[CH:4][CH:3]=3)[CH2:11][CH2:12][C@@H:13]2[CH2:14]1)=[O:19])([CH3:24])([CH3:22])[CH3:23]. The yield is 0.510. (4) The reactants are FC(F)(F)C1[NH:4][C:5]2[C:6]([N:27]=1)=[C:7]1[C:12](=[CH:13][CH:14]=2)[CH2:11][CH2:10][CH:9]([CH2:15][O:16]S(C2C=CC(C)=CC=2)(=O)=O)[O:8]1.[BH4-].[Li+]. The catalyst is C1COCC1. The product is [NH2:4][C:5]1[C:6]([NH2:27])=[C:7]2[C:12]([CH2:11][CH2:10][CH:9]([CH2:15][OH:16])[O:8]2)=[CH:13][CH:14]=1. The yield is 0.860. (5) The reactants are [O-]CC.[Na+].[OH:5][C:6](=[CH:10][C:11]1[CH:16]=[CH:15][CH:14]=[C:13]([N+:17]([O-:19])=[O:18])[CH:12]=1)[C:7]([OH:9])=[O:8].[BH4-].[Na+].O. The catalyst is CO.CCCCCCC.C(OCC)(=O)C. The product is [OH:5][CH:6]([CH2:10][C:11]1[CH:16]=[CH:15][CH:14]=[C:13]([N+:17]([O-:19])=[O:18])[CH:12]=1)[C:7]([OH:9])=[O:8]. The yield is 0.570. (6) The reactants are [Cl:1][C:2]1[CH:11]=[C:10]2[C:5]([NH:6][C:7](=[O:18])[C:8]3[N:9]2[N:12]=[C:13](C(O)=O)[N:14]=3)=[CH:4][CH:3]=1. The catalyst is OCCOCCO. The product is [Cl:1][C:2]1[CH:11]=[C:10]2[C:5]([NH:6][C:7](=[O:18])[C:8]3[N:9]2[N:12]=[CH:13][N:14]=3)=[CH:4][CH:3]=1. The yield is 0.750. (7) The reactants are [C:1]([C:3]1[C:11]2[O:10][C:9]([CH3:12])=[N:8][C:7]=2[C:6]([N+:13]([O-])=O)=[CH:5][CH:4]=1)#[N:2]. The catalyst is CCOC(C)=O.[Fe]. The product is [NH2:13][C:6]1[C:7]2[N:8]=[C:9]([CH3:12])[O:10][C:11]=2[C:3]([C:1]#[N:2])=[CH:4][CH:5]=1. The yield is 0.890.